This data is from Reaction yield outcomes from USPTO patents with 853,638 reactions. The task is: Predict the reaction yield, written as a fraction of the theoretical maximum amount of product (1.0 means a 100% yield; for example, 0.34 means a 34% yield). The reactants are [C:1]([C:3]1[CH:4]=[N:5][N:6]([CH3:8])[CH:7]=1)#[CH:2].Br[C:10]1[C:11]([NH2:17])=[N:12][CH:13]=[C:14]([Br:16])[N:15]=1. The catalyst is Cl[Pd](Cl)([P](C1C=CC=CC=1)(C1C=CC=CC=1)C1C=CC=CC=1)[P](C1C=CC=CC=1)(C1C=CC=CC=1)C1C=CC=CC=1.[Cu]I.C1COCC1. The product is [Br:16][C:14]1[N:15]=[C:10]([C:2]#[C:1][C:3]2[CH:4]=[N:5][N:6]([CH3:8])[CH:7]=2)[C:11]([NH2:17])=[N:12][CH:13]=1. The yield is 0.820.